Predict the reactants needed to synthesize the given product. From a dataset of Full USPTO retrosynthesis dataset with 1.9M reactions from patents (1976-2016). (1) Given the product [Br:1][C:2]1[N:3]([CH:12]2[CH2:14][CH2:13]2)[C:4]([CH:20]([C:19]2[CH:22]=[CH:23][C:16]([Cl:15])=[CH:17][CH:18]=2)[OH:21])=[C:5]([C:7]([O:9][CH2:10][CH3:11])=[O:8])[N:6]=1, predict the reactants needed to synthesize it. The reactants are: [Br:1][C:2]1[N:3]([CH:12]2[CH2:14][CH2:13]2)[CH:4]=[C:5]([C:7]([O:9][CH2:10][CH3:11])=[O:8])[N:6]=1.[Cl:15][C:16]1[CH:23]=[CH:22][C:19]([CH:20]=[O:21])=[CH:18][CH:17]=1. (2) Given the product [Br:7][C:8]1[N:12]([CH:13]([CH3:14])[CH3:15])[C:11]2[CH:16]([C:17]3[CH:22]=[CH:21][C:20]([Cl:23])=[CH:19][N:18]=3)[N:24]([C:25]3[CH:30]=[CH:29][CH:28]=[C:27]([Cl:31])[C:26]=3[F:32])[C:33](=[O:35])[C:10]=2[CH:9]=1, predict the reactants needed to synthesize it. The reactants are: [Cl-].C([Al+]CC)C.[Br:7][C:8]1[N:12]([CH:13]([CH3:15])[CH3:14])[C:11]([CH:16]([NH:24][C:25]2[CH:30]=[CH:29][CH:28]=[C:27]([Cl:31])[C:26]=2[F:32])[C:17]2[CH:22]=[CH:21][C:20]([Cl:23])=[CH:19][N:18]=2)=[C:10]([C:33]([O:35]C)=O)[CH:9]=1. (3) Given the product [NH3:8].[CH2:14]([O:13][C@@H:10]1[CH2:11][CH2:12][N:8]([C:1]([O:3][C:4]([CH3:7])([CH3:6])[CH3:5])=[O:2])[CH2:9]1)[C:15]1[CH:20]=[CH:19][CH:18]=[CH:17][CH:16]=1, predict the reactants needed to synthesize it. The reactants are: [C:1]([N:8]1[CH2:12][CH2:11][C@@H:10]([OH:13])[CH2:9]1)([O:3][C:4]([CH3:7])([CH3:6])[CH3:5])=[O:2].[CH2:14](Br)[C:15]1[CH:20]=[CH:19][CH:18]=[CH:17][CH:16]=1. (4) Given the product [CH:1]1([C:4]2[CH:5]=[N:6][C:7]([NH:14][C:15]3[CH:24]=[CH:23][C:22]4[C:17](=[C:18]([C:25]5[CH:30]=[CH:29][CH:28]=[CH:27][CH:26]=5)[CH:19]=[CH:20][CH:21]=4)[CH:16]=3)=[C:8]([CH:13]=2)[C:9]([OH:11])=[O:10])[CH2:2][CH2:3]1, predict the reactants needed to synthesize it. The reactants are: [CH:1]1([C:4]2[CH:5]=[N:6][C:7]([NH:14][C:15]3[CH:24]=[CH:23][C:22]4[C:17](=[C:18]([C:25]5[CH:30]=[CH:29][CH:28]=[CH:27][CH:26]=5)[CH:19]=[CH:20][CH:21]=4)[CH:16]=3)=[C:8]([CH:13]=2)[C:9]([O:11]C)=[O:10])[CH2:3][CH2:2]1.[OH-].[Na+]. (5) Given the product [C:3]([O:7][C:8]([NH:10][C:11]1[CH:12]=[CH:13][C:14]([O:17][CH2:31][C@H:32]2[O:34][CH2:33]2)=[CH:15][CH:16]=1)=[O:9])([CH3:6])([CH3:4])[CH3:5], predict the reactants needed to synthesize it. The reactants are: [H-].[Na+].[C:3]([O:7][C:8]([NH:10][C:11]1[CH:16]=[CH:15][C:14]([OH:17])=[CH:13][CH:12]=1)=[O:9])([CH3:6])([CH3:5])[CH3:4].[N+](C1C=C(S(O[CH2:31][C@H:32]2[O:34][CH2:33]2)(=O)=O)C=CC=1)([O-])=O.